From a dataset of Full USPTO retrosynthesis dataset with 1.9M reactions from patents (1976-2016). Predict the reactants needed to synthesize the given product. Given the product [OH:3][C:4]1[N:19]([CH3:18])[N:20]=[C:6]([C:8]2[CH:13]=[CH:12][C:11]([O:14][CH3:15])=[C:10]([CH3:16])[CH:9]=2)[CH:5]=1, predict the reactants needed to synthesize it. The reactants are: C([O:3][C:4](=O)[CH2:5][C:6]([C:8]1[CH:13]=[CH:12][C:11]([O:14][CH3:15])=[C:10]([CH3:16])[CH:9]=1)=O)C.[CH3:18][NH:19][NH2:20].